This data is from Aqueous solubility values for 9,982 compounds from the AqSolDB database. The task is: Regression/Classification. Given a drug SMILES string, predict its absorption, distribution, metabolism, or excretion properties. Task type varies by dataset: regression for continuous measurements (e.g., permeability, clearance, half-life) or binary classification for categorical outcomes (e.g., BBB penetration, CYP inhibition). For this dataset (solubility_aqsoldb), we predict Y. (1) The compound is CC(C)CCOC=O. The Y is -1.52 log mol/L. (2) The molecule is O=[PH]([O-])O.O=[PH]([O-])O.[Ca+2]. The Y is -5.25 log mol/L. (3) The drug is Nc1ccc2[nH]c(=O)[nH]c2c1. The Y is -2.33 log mol/L. (4) The compound is CN[C@@H](C)[C@@H](O)c1ccccc1. The Y is -1.41 log mol/L. (5) The compound is CCc1cccc(CC)c1N(COC)C(=O)CCl. The Y is -3.17 log mol/L. (6) The molecule is O=[N+]([O-])NC1=NCCN1Cc1ccc(Cl)nc1. The Y is -2.62 log mol/L.